This data is from Forward reaction prediction with 1.9M reactions from USPTO patents (1976-2016). The task is: Predict the product of the given reaction. (1) Given the reactants [C:1]1([C:7]2[O:8][C:9]3[CH:15]=[CH:14][C:13]([NH2:16])=[CH:12][C:10]=3[N:11]=2)[CH:6]=[CH:5][CH:4]=[CH:3][CH:2]=1.N1C=CC=CC=1.[CH2:23]([S:26](Cl)(=[O:28])=[O:27])[CH2:24][CH3:25], predict the reaction product. The product is: [C:1]1([C:7]2[O:8][C:9]3[CH:15]=[CH:14][C:13]([NH:16][S:26]([CH2:23][CH2:24][CH3:25])(=[O:28])=[O:27])=[CH:12][C:10]=3[N:11]=2)[CH:2]=[CH:3][CH:4]=[CH:5][CH:6]=1. (2) Given the reactants Cl.Cl.[C:3]([C:5]1[CH:26]=[CH:25][C:8]([CH2:9][NH:10][S:11]([CH2:14][CH2:15][N:16]2[CH2:23][CH:22]3[O:24][CH:18]([CH2:19][NH:20][CH2:21]3)[CH2:17]2)(=[O:13])=[O:12])=[CH:7][CH:6]=1)#[N:4].Br[CH2:28][CH2:29][C:30]1[CH:35]=[CH:34][CH:33]=[C:32]([F:36])[CH:31]=1.C(=O)([O-])[O-].[K+].[K+].C(#N)C, predict the reaction product. The product is: [C:3]([C:5]1[CH:6]=[CH:7][C:8]([CH2:9][NH:10][S:11]([CH2:14][CH2:15][N:16]2[CH2:23][CH:22]3[O:24][CH:18]([CH2:19][N:20]([CH2:28][CH2:29][C:30]4[CH:35]=[CH:34][CH:33]=[C:32]([F:36])[CH:31]=4)[CH2:21]3)[CH2:17]2)(=[O:13])=[O:12])=[CH:25][CH:26]=1)#[N:4]. (3) Given the reactants [Br:1][C:2]1[CH:3]=[C:4]([O:11][CH3:12])[C:5]2[N:6]([N:8]=[CH:9][CH:10]=2)[CH:7]=1.[I:13]N1C(=O)CCC1=O, predict the reaction product. The product is: [Br:1][C:2]1[CH:3]=[C:4]([O:11][CH3:12])[C:5]2[N:6]([N:8]=[CH:9][C:10]=2[I:13])[CH:7]=1. (4) The product is: [NH2:6][C:4]([C:3]1[C:2]([F:1])=[CH:10][CH:9]=[CH:8][C:7]=1[NH:11][C:12]1[N:17]=[C:16]([NH:18][C:19]2[CH:27]=[C:26]3[C:22]([CH2:23][CH2:24][N:25]3[C:38]([N:35]([CH3:36])[CH3:34])=[O:39])=[CH:21][C:20]=2[O:28][CH3:29])[NH:15][C:14]2=[N:30][CH:31]=[CH:32][C:13]=12)=[O:5]. Given the reactants [F:1][C:2]1[CH:10]=[CH:9][CH:8]=[C:7]([NH:11][C:12]2[N:17]=[C:16]([NH:18][C:19]3[CH:27]=[C:26]4[C:22]([CH2:23][CH2:24][NH:25]4)=[CH:21][C:20]=3[O:28][CH3:29])[NH:15][C:14]3=[N:30][CH:31]=[CH:32][C:13]=23)[C:3]=1[C:4]([NH2:6])=[O:5].C1N=[CH:36][N:35]([C:38](N2C=NC=C2)=[O:39])[CH:34]=1.CN, predict the reaction product. (5) Given the reactants [CH2:1](CP(O)(O)=O)[CH2:2][C@@H:3](N)[C:4]([OH:6])=[O:5].CC1[N:24]([C:25]([NH:27]C)=O)[N:23]=[C:22]([C:29]2C=CC(N)=C[CH:34]=2)[C:21]2[CH:20]=[C:19]3O[CH2:37][O:38][C:18]3=[CH:17][C:16]=2C1.C[C@@H](C(O)=O)C[C@H](N)C(O)=O.[C@@H]1(C(O)=O)C([C@H](N)C(O)=O)[C@H]1C(O)=O.C1C(Cl)=C(S(N)(=O)=O)C=C2S(NC(C3C4C=CC(C4)C3)NC=12)(=O)=O.CC1C(=O)N(CC2C=CSC=2C(O)=O)C(=O)N(C[C@H](N)C(O)=O)C=1.C[N+]1(C)[C@@H]2[C@@H]3O[C@@H]3[C@H]1CC(OC([C@@H](C1C=CC=CC=1)CO)=O)C2.[N+]([O-])([O-])=O.CC[C@@H]1C(=O)OC[C@@H]1CC1N(C)C=NC=1.Cl.CN1C(=O)CN=C(C2C=CC=CC=2)C2C=C(Cl)C=CC1=2, predict the reaction product. The product is: [CH3:37][O:38][C:18]1[CH:17]=[CH:16][C:21]([C:22]2[CH:29]=[CH:34][C:25](=[NH:27])[N:24]([CH2:1][CH2:2][CH2:3][C:4]([OH:6])=[O:5])[N:23]=2)=[CH:20][CH:19]=1. (6) Given the reactants [F:1][C:2]1[CH:7]=[CH:6][C:5]([S:8]([NH:11][C@@H:12]([C:14]([OH:16])=[O:15])[CH3:13])(=[O:10])=[O:9])=[CH:4][CH:3]=1.[CH2:17]=[C:18]([CH3:20])[CH3:19].S(=O)(=O)(O)O.C(=O)(O)[O-].[Na+], predict the reaction product. The product is: [F:1][C:2]1[CH:3]=[CH:4][C:5]([S:8]([NH:11][C@@H:12]([C:14]([O:16][C:18]([CH3:20])([CH3:19])[CH3:17])=[O:15])[CH3:13])(=[O:9])=[O:10])=[CH:6][CH:7]=1.